Dataset: Reaction yield outcomes from USPTO patents with 853,638 reactions. Task: Predict the reaction yield, written as a fraction of the theoretical maximum amount of product (1.0 means a 100% yield; for example, 0.34 means a 34% yield). (1) The reactants are Br[CH2:2][C:3]1[CH:8]=[CH:7][C:6]([O:9][CH3:10])=[CH:5][C:4]=1[Cl:11].[CH3:12][C:13]1[N:18]=[C:17]([SH:19])[N:16]=[C:15]([OH:20])[CH:14]=1.C(N(CC)CC)C. The catalyst is C(O)C. The product is [Cl:11][C:4]1[CH:5]=[C:6]([O:9][CH3:10])[CH:7]=[CH:8][C:3]=1[CH2:2][S:19][C:17]1[N:16]=[C:15]([OH:20])[CH:14]=[C:13]([CH3:12])[N:18]=1. The yield is 0.810. (2) The reactants are C(=O)([O-])[O-].[Ca+2].[C:6](Cl)(Cl)=[S:7].ClCCl.O.[NH2:14][C:15]1[CH:20]=[CH:19][C:18]([S:21]([NH:24][CH3:25])(=[O:23])=[O:22])=[CH:17][CH:16]=1.Cl. No catalyst specified. The product is [N:14]([C:15]1[CH:20]=[CH:19][C:18]([S:21]([NH:24][CH3:25])(=[O:23])=[O:22])=[CH:17][CH:16]=1)=[C:6]=[S:7]. The yield is 0.870. (3) The reactants are [C:1]1([C:7]2[CH:15]=[CH:14][CH:13]=[C:12]3[C:8]=2[C:9]2[CH:19]=[CH:18][CH:17]=[N:16][C:10]=2[NH:11]3)[CH:6]=[CH:5][CH:4]=[CH:3][CH:2]=1.[CH:20]1([NH:23][S:24](C2C=C(B(O)O)C=CC=2)(=[O:26])=[O:25])[CH2:22][CH2:21]1. No catalyst specified. The product is [CH:20]1([NH:23][S:24]([C:5]2[CH:4]=[CH:3][CH:2]=[C:1]([C:7]3[CH:15]=[CH:14][CH:13]=[C:12]4[C:8]=3[C:9]3[CH:19]=[CH:18][CH:17]=[N:16][C:10]=3[NH:11]4)[CH:6]=2)(=[O:26])=[O:25])[CH2:22][CH2:21]1. The yield is 0.190. (4) The reactants are C1C(=O)N(Cl)C(=O)C1.[F:9][C:10]([F:22])([F:21])[O:11][C:12]1[CH:20]=[CH:19][C:15]([CH:16]=[N:17][OH:18])=[CH:14][CH:13]=1.[NH2:23][C:24]1[CH:31]=[CH:30][C:27]([CH:28]=[CH2:29])=[CH:26][CH:25]=1.C(N(CC)CC)C. The catalyst is C(Cl)(Cl)Cl.N1C=CC=CC=1. The product is [F:9][C:10]([F:21])([F:22])[O:11][C:12]1[CH:20]=[CH:19][C:15]([C:16]2[CH2:29][CH:28]([C:27]3[CH:30]=[CH:31][C:24]([NH2:23])=[CH:25][CH:26]=3)[O:18][N:17]=2)=[CH:14][CH:13]=1. The yield is 0.610. (5) The reactants are [O:1]=[C:2]1[NH:6][N:5]=[C:4]([CH2:7][S:8]([CH2:11][C:12]2[CH:17]=[CH:16][C:15]([C:18]3[CH:23]=[CH:22][CH:21]=[C:20]([C:24]#[N:25])[CH:19]=3)=[CH:14][CH:13]=2)(=[O:10])=[O:9])[NH:3]1.N.CO. The catalyst is C1COCC1.[Ni]. The product is [NH2:25][CH2:24][C:20]1[CH:19]=[C:18]([C:15]2[CH:16]=[CH:17][C:12]([CH2:11][S:8]([CH2:7][C:4]3[NH:3][C:2](=[O:1])[NH:6][N:5]=3)(=[O:9])=[O:10])=[CH:13][CH:14]=2)[CH:23]=[CH:22][CH:21]=1. The yield is 0.990.